Dataset: Reaction yield outcomes from USPTO patents with 853,638 reactions. Task: Predict the reaction yield, written as a fraction of the theoretical maximum amount of product (1.0 means a 100% yield; for example, 0.34 means a 34% yield). (1) The reactants are [C:1]([C:5]1[CH:10]=[CH:9][C:8]([N+:11]([O-:13])=[O:12])=[CH:7][C:6]=1N)([CH3:4])([CH3:3])[CH3:2].N([O-])=O.[Na+].[O-:19][S:20]([O-:22])=O.[Na+].[Na+].[ClH:25]. The catalyst is O.[O-]S([O-])(=O)=O.[Cu+2]. The product is [C:1]([C:5]1[CH:10]=[CH:9][C:8]([N+:11]([O-:13])=[O:12])=[CH:7][C:6]=1[S:20]([Cl:25])(=[O:22])=[O:19])([CH3:4])([CH3:3])[CH3:2]. The yield is 0.170. (2) The product is [F:1][C:2]1[C:3]([CH:11]2[CH2:15][CH2:14][CH2:13][O:12]2)=[C:4]([CH:5]=[CH:6][CH:7]=1)[NH2:8]. The catalyst is [Pd].CO.CCOCC. The reactants are [F:1][C:2]1[CH:7]=[CH:6][CH:5]=[C:4]([N+:8]([O-])=O)[C:3]=1[CH:11]1[CH2:15][CH:14]=[CH:13][O:12]1.FC1C=CC=C([N+]([O-])=O)C=1C1C=CCO1.CCN(CC)CC. The yield is 0.840. (3) The reactants are [OH:1][C:2]1[CH:11]=[C:10]2[C:5]([CH2:6][C@@H:7]([C:12]([OH:14])=[O:13])[NH:8][CH2:9]2)=[CH:4][CH:3]=1.[ClH:15].[CH3:16]O. No catalyst specified. The product is [ClH:15].[CH3:16][O:13][C:12]([C@@H:7]1[CH2:6][C:5]2[C:10](=[CH:11][C:2]([OH:1])=[CH:3][CH:4]=2)[CH2:9][NH:8]1)=[O:14]. The yield is 1.00. (4) No catalyst specified. The yield is 0.260. The product is [Cl:22][C:8]1[C:7]([O:23][CH3:24])=[CH:6][CH:5]=[C:4]2[C:9]=1[N:10]=[C:11]([C:13]1[N:14]=[C:15]([C:18]([F:21])([F:20])[F:19])[S:16][CH:17]=1)[CH:2]=[C:1]2[OH:3]. The reactants are [C:1]([C:4]1[C:9]([NH:10][C:11]([C:13]2[N:14]=[C:15]([C:18]([F:21])([F:20])[F:19])[S:16][CH:17]=2)=O)=[C:8]([Cl:22])[C:7]([O:23][CH3:24])=[CH:6][CH:5]=1)(=[O:3])[CH3:2].ClC1C(OC)=CC=C2C=1N=C(C1SC=C(C#C)N=1)C=C2O.